This data is from Catalyst prediction with 721,799 reactions and 888 catalyst types from USPTO. The task is: Predict which catalyst facilitates the given reaction. (1) Reactant: [CH2:1]([O:23][CH2:24][CH2:25][CH2:26][CH2:27][CH2:28][CH2:29][CH2:30][CH2:31][CH2:32][CH2:33][CH2:34][CH2:35][O:36][C:37]1([O:51][CH2:52][CH2:53][CH2:54][CH2:55][CH2:56][CH2:57][CH2:58][CH2:59][CH2:60][CH2:61][CH2:62][CH2:63][O:64][CH2:65][CH2:66][CH2:67][CH2:68][CH2:69][CH2:70][CH2:71][CH2:72][CH2:73][CH2:74][CH2:75][CH2:76][CH2:77][CH2:78][CH2:79][CH2:80][CH2:81][CH2:82][CH2:83][CH2:84][CH2:85][CH3:86])[CH:50]=[CH:49][C:40]([C:41]([C:43]2[CH:48]=[CH:47][CH:46]=[CH:45][CH:44]=2)=[O:42])=[CH:39][CH2:38]1)[CH2:2][CH2:3][CH2:4][CH2:5][CH2:6][CH2:7][CH2:8][CH2:9][CH2:10][CH2:11][CH2:12][CH2:13][CH2:14][CH2:15][CH2:16][CH2:17][CH2:18][CH2:19][CH2:20][CH2:21][CH3:22].CO.[BH4-].[Na+].Cl. Product: [CH2:1]([O:23][CH2:24][CH2:25][CH2:26][CH2:27][CH2:28][CH2:29][CH2:30][CH2:31][CH2:32][CH2:33][CH2:34][CH2:35][O:36][C:37]1([O:51][CH2:52][CH2:53][CH2:54][CH2:55][CH2:56][CH2:57][CH2:58][CH2:59][CH2:60][CH2:61][CH2:62][CH2:63][O:64][CH2:65][CH2:66][CH2:67][CH2:68][CH2:69][CH2:70][CH2:71][CH2:72][CH2:73][CH2:74][CH2:75][CH2:76][CH2:77][CH2:78][CH2:79][CH2:80][CH2:81][CH2:82][CH2:83][CH2:84][CH2:85][CH3:86])[CH:38]=[CH:39][C:40]([CH:41]([OH:42])[C:43]2[CH:44]=[CH:45][CH:46]=[CH:47][CH:48]=2)=[CH:49][CH2:50]1)[CH2:2][CH2:3][CH2:4][CH2:5][CH2:6][CH2:7][CH2:8][CH2:9][CH2:10][CH2:11][CH2:12][CH2:13][CH2:14][CH2:15][CH2:16][CH2:17][CH2:18][CH2:19][CH2:20][CH2:21][CH3:22]. The catalyst class is: 22. (2) Product: [CH:25]([O:28][C:29]1[CH:37]=[C:36]([CH3:38])[CH:35]=[CH:34][C:30]=1[C:31]([NH:1][C:2]1[CH:3]=[CH:4][C:5]([O:6][CH2:7][CH2:8][C:9]2[N:14]=[C:13]([NH:15][C:16](=[O:22])[O:17][C:18]([CH3:21])([CH3:19])[CH3:20])[CH:12]=[CH:11][CH:10]=2)=[CH:23][CH:24]=1)=[O:32])([CH3:27])[CH3:26]. Reactant: [NH2:1][C:2]1[CH:24]=[CH:23][C:5]([O:6][CH2:7][CH2:8][C:9]2[N:14]=[C:13]([NH:15][C:16](=[O:22])[O:17][C:18]([CH3:21])([CH3:20])[CH3:19])[CH:12]=[CH:11][CH:10]=2)=[CH:4][CH:3]=1.[CH:25]([O:28][C:29]1[CH:37]=[C:36]([CH3:38])[CH:35]=[CH:34][C:30]=1[C:31](O)=[O:32])([CH3:27])[CH3:26].ON1C2C=CC=CC=2N=N1.Cl.CN(C)CCCN=C=NCC. The catalyst class is: 289. (3) Reactant: [N-:1]=[N+:2]=[N-:3].[Na+].CS(O[C@@H:10]1[CH2:14][CH2:13][C@H:12]([NH:15][C:16]([O:18][C:19]([CH3:22])([CH3:21])[CH3:20])=[O:17])[CH2:11]1)(=O)=O.O. Product: [N:1]([C@H:10]1[CH2:14][CH2:13][C@H:12]([NH:15][C:16](=[O:17])[O:18][C:19]([CH3:21])([CH3:20])[CH3:22])[CH2:11]1)=[N+:2]=[N-:3]. The catalyst class is: 3. (4) The catalyst class is: 5. Product: [CH3:19][O:20][C:21](=[O:22])[O-:23].[CH2:15]([N+:6]([CH2:2][CH2:3][CH2:4][CH3:5])([CH2:7][CH2:8][CH2:9][CH3:10])[CH2:11][CH2:12][CH2:13][CH3:14])[CH2:16][CH2:17][CH3:18]. Reactant: [OH-].[CH2:2]([N+:6]([CH2:15][CH2:16][CH2:17][CH3:18])([CH2:11][CH2:12][CH2:13][CH3:14])[CH2:7][CH2:8][CH2:9][CH3:10])[CH2:3][CH2:4][CH3:5].[CH3:19][O:20][C:21](=[O:23])[O-:22]. (5) Reactant: Cl[CH2:2][CH2:3][CH2:4][CH2:5][N:6]1[C:10]2[CH:11]=[CH:12][CH:13]=[CH:14][C:9]=2[N:8]=[N:7]1.[N:15]1[C:24]2[C:19](=[CH:20][CH:21]=[CH:22][CH:23]=2)[N:18]=[CH:17][C:16]=1[N:25]1[CH2:30][CH2:29][NH:28][CH2:27][CH2:26]1.C(N(C(C)C)CC)(C)C.[I-].[K+]. Product: [N:15]1[C:24]2[C:19](=[CH:20][CH:21]=[CH:22][CH:23]=2)[N:18]=[CH:17][C:16]=1[N:25]1[CH2:26][CH2:27][N:28]([CH2:2][CH2:3][CH2:4][CH2:5][N:6]2[C:10]3[CH:11]=[CH:12][CH:13]=[CH:14][C:9]=3[N:8]=[N:7]2)[CH2:29][CH2:30]1. The catalyst class is: 10. (6) Reactant: [F:1][C:2]([F:26])([F:25])[O:3][C:4]1[CH:9]=[CH:8][C:7]([N:10]2[C:14]3[CH:15]=[CH:16][C:17]4[CH:22]=[C:21]([CH:23]=O)[CH:20]=[CH:19][C:18]=4[C:13]=3[N:12]=[CH:11]2)=[CH:6][CH:5]=1.[NH2:27][NH:28][C:29]([NH:31][C:32]1[C:37]([CH3:38])=[CH:36][CH:35]=[CH:34][C:33]=1[CH3:39])=[S:30]. Product: [CH3:38][C:37]1[CH:36]=[CH:35][CH:34]=[C:33]([CH3:39])[C:32]=1[NH:31][C:29]([NH:28]/[N:27]=[CH:23]/[C:21]1[CH:20]=[CH:19][C:18]2[C:13]3[N:12]=[CH:11][N:10]([C:7]4[CH:8]=[CH:9][C:4]([O:3][C:2]([F:26])([F:1])[F:25])=[CH:5][CH:6]=4)[C:14]=3[CH:15]=[CH:16][C:17]=2[CH:22]=1)=[S:30]. The catalyst class is: 8.